Task: Predict the reactants needed to synthesize the given product.. Dataset: Full USPTO retrosynthesis dataset with 1.9M reactions from patents (1976-2016) Given the product [CH3:65][C:62]1[N:61]=[C:60]([N:47]2[CH2:46][CH2:45][CH:44]([NH:43][C:41]3[S:42][C:38]4[CH2:37][CH2:36][CH2:35][CH:34]([C:28]5[CH:33]=[CH:32][CH:31]=[CH:30][CH:29]=5)[C:39]=4[N:40]=3)[CH2:49][CH2:48]2)[S:64][N:63]=1, predict the reactants needed to synthesize it. The reactants are: C1(P(C2CCCCC2)C2C=CC=CC=2C2C=CC=CC=2)CCCCC1.Cl.Cl.[C:28]1([CH:34]2[C:39]3[N:40]=[C:41]([NH:43][CH:44]4[CH2:49][CH2:48][NH:47][CH2:46][CH2:45]4)[S:42][C:38]=3[CH2:37][CH2:36][CH2:35]2)[CH:33]=[CH:32][CH:31]=[CH:30][CH:29]=1.C(N(CC)C(C)C)(C)C.Cl[C:60]1[S:64][N:63]=[C:62]([CH3:65])[N:61]=1.